Task: Regression. Given two drug SMILES strings and cell line genomic features, predict the synergy score measuring deviation from expected non-interaction effect.. Dataset: NCI-60 drug combinations with 297,098 pairs across 59 cell lines (1) Drug 1: CC1=C(C=C(C=C1)NC2=NC=CC(=N2)N(C)C3=CC4=NN(C(=C4C=C3)C)C)S(=O)(=O)N.Cl. Drug 2: C1CN(P(=O)(OC1)NCCCl)CCCl. Cell line: CCRF-CEM. Synergy scores: CSS=-4.11, Synergy_ZIP=-1.19, Synergy_Bliss=-6.77, Synergy_Loewe=-6.49, Synergy_HSA=-6.62. (2) Drug 1: C1CCC(C1)C(CC#N)N2C=C(C=N2)C3=C4C=CNC4=NC=N3. Drug 2: CC1CCC2CC(C(=CC=CC=CC(CC(C(=O)C(C(C(=CC(C(=O)CC(OC(=O)C3CCCCN3C(=O)C(=O)C1(O2)O)C(C)CC4CCC(C(C4)OC)OCCO)C)C)O)OC)C)C)C)OC. Cell line: OVCAR-5. Synergy scores: CSS=6.96, Synergy_ZIP=-2.18, Synergy_Bliss=-1.52, Synergy_Loewe=-14.0, Synergy_HSA=-4.95. (3) Drug 1: CC(CN1CC(=O)NC(=O)C1)N2CC(=O)NC(=O)C2. Drug 2: CS(=O)(=O)CCNCC1=CC=C(O1)C2=CC3=C(C=C2)N=CN=C3NC4=CC(=C(C=C4)OCC5=CC(=CC=C5)F)Cl. Cell line: M14. Synergy scores: CSS=5.53, Synergy_ZIP=-0.768, Synergy_Bliss=1.80, Synergy_Loewe=-1.81, Synergy_HSA=-1.46.